This data is from Catalyst prediction with 721,799 reactions and 888 catalyst types from USPTO. The task is: Predict which catalyst facilitates the given reaction. (1) Reactant: [CH3:1][O:2][C:3]([C:5]1[C:14]([OH:15])=[C:13]2[C:8]([CH:9]=[CH:10][C:11](=[O:23])[N:12]2[CH2:16][C:17]2[CH:22]=[CH:21][CH:20]=[CH:19][CH:18]=2)=[CH:7][N:6]=1)=[O:4].CC1C=C(C)N=C(C)C=1.CC1C([IH+:40])=C(C)N=C(C)C=1.F[P-](F)(F)(F)(F)F. Product: [CH3:1][O:2][C:3]([C:5]1[C:14]([OH:15])=[C:13]2[C:8]([CH:9]=[CH:10][C:11](=[O:23])[N:12]2[CH2:16][C:17]2[CH:22]=[CH:21][CH:20]=[CH:19][CH:18]=2)=[C:7]([I:40])[N:6]=1)=[O:4]. The catalyst class is: 2. (2) Reactant: [Cl:1][C:2]1[CH:21]=[CH:20][C:5]([CH2:6][N:7]2[CH:12]=[C:11]([C:13]([O:15][CH2:16][CH3:17])=[O:14])[C:10](O)=[CH:9][C:8]2=[O:19])=[CH:4][CH:3]=1.P(Cl)(Cl)([Cl:24])=O. Product: [Cl:24][C:10]1[C:11]([C:13]([O:15][CH2:16][CH3:17])=[O:14])=[CH:12][N:7]([CH2:6][C:5]2[CH:20]=[CH:21][C:2]([Cl:1])=[CH:3][CH:4]=2)[C:8](=[O:19])[CH:9]=1. The catalyst class is: 662. (3) Reactant: FC(F)(F)C(O)=O.[O:8]([C:15]1[CH:20]=[CH:19][C:18]([N:21]([C:38](=[O:47])/[CH:39]=[CH:40]/[C:41]2[CH:46]=[CH:45][CH:44]=[CH:43][CH:42]=2)[CH2:22][C:23]([N:25]2[CH2:29][CH2:28][C@H:27]([NH:30]C(=O)OC(C)(C)C)[CH2:26]2)=[O:24])=[CH:17][CH:16]=1)[C:9]1[CH:14]=[CH:13][CH:12]=[CH:11][CH:10]=1. Product: [NH2:30][C@H:27]1[CH2:28][CH2:29][N:25]([C:23](=[O:24])[CH2:22][N:21]([C:18]2[CH:17]=[CH:16][C:15]([O:8][C:9]3[CH:10]=[CH:11][CH:12]=[CH:13][CH:14]=3)=[CH:20][CH:19]=2)[C:38](=[O:47])/[CH:39]=[CH:40]/[C:41]2[CH:46]=[CH:45][CH:44]=[CH:43][CH:42]=2)[CH2:26]1. The catalyst class is: 4. (4) Reactant: [N+:1]1([O-])[CH:2]=[CH:3][C:4]2[C:9]=1[NH:8][CH:7]=[CH:6][CH:5]=2.CS([Cl:15])(=O)=O.[OH-].[Na+]. Product: [Cl:15][C:5]1[CH:6]=[CH:7][N:8]=[C:9]2[NH:1][CH:2]=[CH:3][C:4]=12. The catalyst class is: 3.